Dataset: Reaction yield outcomes from USPTO patents with 853,638 reactions. Task: Predict the reaction yield, written as a fraction of the theoretical maximum amount of product (1.0 means a 100% yield; for example, 0.34 means a 34% yield). The reactants are I[C:2]1[CH:3]=[CH:4][C:5]2[N:6]([CH:8]=[C:9]([NH:11][C:12]([C:14]3[CH:19]=[CH:18][C:17]([C:20]([CH3:26])([CH3:25])[C:21]([O:23][CH3:24])=[O:22])=[CH:16][CH:15]=3)=[O:13])[N:10]=2)[CH:7]=1.[NH:27]1[CH:31]=[C:30](B(O)O)[CH:29]=[N:28]1. No catalyst specified. The product is [CH3:25][C:20]([C:17]1[CH:18]=[CH:19][C:14]([C:12](=[O:13])[NH:11][C:9]2[N:10]=[C:5]3[CH:4]=[CH:3][C:2]([C:30]4[CH:31]=[N:27][NH:28][CH:29]=4)=[CH:7][N:6]3[CH:8]=2)=[CH:15][CH:16]=1)([CH3:26])[C:21]([O:23][CH3:24])=[O:22]. The yield is 0.210.